Dataset: Full USPTO retrosynthesis dataset with 1.9M reactions from patents (1976-2016). Task: Predict the reactants needed to synthesize the given product. (1) Given the product [Cl:34][C:35]1[C:36]2[CH:46]=[CH:45][CH:44]=[CH:43][C:37]=2[S:38][C:39]=1[C:40]([N:14]([CH2:13][C:12]1[CH:30]=[C:8]([C:6]2[CH:7]=[C:2]([CH3:1])[N:3]=[C:4]([CH3:33])[CH:5]=2)[CH:9]=[CH:10][C:11]=1[O:31][CH3:32])[CH:15]1[CH2:16][CH2:17][CH:18]([N:21]([CH3:29])[C:22](=[O:28])[O:23][C:24]([CH3:27])([CH3:26])[CH3:25])[CH2:19][CH2:20]1)=[O:41], predict the reactants needed to synthesize it. The reactants are: [CH3:1][C:2]1[CH:7]=[C:6]([C:8]2[CH:9]=[CH:10][C:11]([O:31][CH3:32])=[C:12]([CH:30]=2)[CH2:13][NH:14][CH:15]2[CH2:20][CH2:19][CH:18]([N:21]([CH3:29])[C:22](=[O:28])[O:23][C:24]([CH3:27])([CH3:26])[CH3:25])[CH2:17][CH2:16]2)[CH:5]=[C:4]([CH3:33])[N:3]=1.[Cl:34][C:35]1[C:36]2[CH:46]=[CH:45][CH:44]=[CH:43][C:37]=2[S:38][C:39]=1[C:40](Cl)=[O:41]. (2) Given the product [CH2:1]([N:8]([CH2:10][C:11]1[C:12]2[C:43](=[O:44])[N:46]([C:47]3[CH:52]=[CH:51][C:50]([F:53])=[CH:49][N:48]=3)[C:29](=[O:30])[N:28]([CH2:34][C:35]3[C:36]([F:42])=[CH:37][CH:38]=[CH:39][C:40]=3[F:41])[C:13]=2[S:14][C:15]=1[C:16]1[CH:17]=[CH:18][C:19]([NH:22][C:23]([NH:25][O:26][CH3:27])=[O:24])=[CH:20][CH:21]=1)[CH3:9])[C:2]1[CH:7]=[CH:6][CH:5]=[CH:4][CH:3]=1, predict the reactants needed to synthesize it. The reactants are: [CH2:1]([N:8]([CH2:10][C:11]1[C:12]([C:43](O)=[O:44])=[C:13]([N:28]([CH2:34][C:35]2[C:40]([F:41])=[CH:39][CH:38]=[CH:37][C:36]=2[F:42])[C:29](OCC)=[O:30])[S:14][C:15]=1[C:16]1[CH:21]=[CH:20][C:19]([NH:22][C:23]([NH:25][O:26][CH3:27])=[O:24])=[CH:18][CH:17]=1)[CH3:9])[C:2]1[CH:7]=[CH:6][CH:5]=[CH:4][CH:3]=1.[NH2:46][C:47]1[CH:52]=[CH:51][C:50]([F:53])=[CH:49][N:48]=1. (3) The reactants are: [NH2:1][C:2]1[CH:3]=[C:4]([S:8]([F:13])([F:12])([F:11])([F:10])[F:9])[CH:5]=[CH:6][CH:7]=1.C(=O)([O-])[O-].[Ca+2].[C:19](Cl)(Cl)=[S:20].Cl. Given the product [N:1]([C:2]1[CH:3]=[C:4]([S:8]([F:13])([F:9])([F:10])([F:11])[F:12])[CH:5]=[CH:6][CH:7]=1)=[C:19]=[S:20], predict the reactants needed to synthesize it. (4) Given the product [CH3:1][C:2]1[CH:15]=[C:14]2[C:5]([S:6][C:7]3[CH:8]=[C:9]([C:17]([Cl:22])=[O:19])[CH:10]=[CH:11][C:12]=3[C:13]2=[O:16])=[CH:4][CH:3]=1, predict the reactants needed to synthesize it. The reactants are: [CH3:1][C:2]1[CH:15]=[C:14]2[C:5]([S:6][C:7]3[CH:8]=[C:9]([C:17]([OH:19])=O)[CH:10]=[CH:11][C:12]=3[C:13]2=[O:16])=[CH:4][CH:3]=1.S(Cl)([Cl:22])=O.